From a dataset of Forward reaction prediction with 1.9M reactions from USPTO patents (1976-2016). Predict the product of the given reaction. The product is: [O:18]=[C:15]1[C:16]2[C:12](=[CH:11][CH:10]=[C:9]([C:21]3[S:25][C:24]([CH:26]=[O:27])=[CH:23][CH:22]=3)[CH:17]=2)[CH2:13][NH:14]1. Given the reactants CC1(C)C(C)(C)OB([C:9]2[CH:17]=[C:16]3[C:12]([CH2:13][NH:14][C:15]3=[O:18])=[CH:11][CH:10]=2)O1.Br[C:21]1[S:25][C:24]([CH:26]2OCC[O:27]2)=[CH:23][CH:22]=1, predict the reaction product.